This data is from Catalyst prediction with 721,799 reactions and 888 catalyst types from USPTO. The task is: Predict which catalyst facilitates the given reaction. (1) Reactant: F[C:2]1[CH:7]=[CH:6][C:5]([S:8]([CH:11]2[CH2:17][CH2:16][CH2:15][CH2:14][N:13]([O:18][C:19]([C:32]3[CH:37]=[CH:36][CH:35]=[CH:34][CH:33]=3)([C:26]3[CH:31]=[CH:30][CH:29]=[CH:28][CH:27]=3)[C:20]3[CH:25]=[CH:24][CH:23]=[CH:22][CH:21]=3)[C:12]2=[O:38])(=[O:10])=[O:9])=[CH:4][CH:3]=1.[CH3:39][O:40][C:41]1[CH:46]=[CH:45][C:44]([OH:47])=[CH:43][CH:42]=1.C([O-])([O-])=O.[K+].[K+]. Product: [CH3:39][O:40][C:41]1[CH:46]=[CH:45][C:44]([O:47][C:2]2[CH:7]=[CH:6][C:5]([S:8]([CH:11]3[CH2:17][CH2:16][CH2:15][CH2:14][N:13]([O:18][C:19]([C:32]4[CH:37]=[CH:36][CH:35]=[CH:34][CH:33]=4)([C:26]4[CH:31]=[CH:30][CH:29]=[CH:28][CH:27]=4)[C:20]4[CH:25]=[CH:24][CH:23]=[CH:22][CH:21]=4)[C:12]3=[O:38])(=[O:10])=[O:9])=[CH:4][CH:3]=2)=[CH:43][CH:42]=1. The catalyst class is: 474. (2) Reactant: [CH3:1][NH:2][C@@H:3]([C:14]([NH:16][C@H:17]([C:22]([N:24]([C@@H:26]([CH:35]([CH3:37])[CH3:36])/[CH:27]=[C:28](\[CH3:34])/[C:29]([O:31]CC)=[O:30])[CH3:25])=[O:23])[C:18]([CH3:21])([CH3:20])[CH3:19])=[O:15])[C:4]([CH3:13])([CH3:12])[C:5]1[CH:10]=[CH:9][CH:8]=[C:7]([CH3:11])[CH:6]=1.[OH-].[Li+]. Product: [CH3:1][NH:2][C@@H:3]([C:14]([NH:16][C@H:17]([C:22]([N:24]([C@@H:26]([CH:35]([CH3:37])[CH3:36])/[CH:27]=[C:28](/[C:29]([OH:31])=[O:30])\[CH3:34])[CH3:25])=[O:23])[C:18]([CH3:21])([CH3:20])[CH3:19])=[O:15])[C:4]([CH3:13])([CH3:12])[C:5]1[CH:10]=[CH:9][CH:8]=[C:7]([CH3:11])[CH:6]=1. The catalyst class is: 72. (3) Reactant: [CH2:1]([NH:4][CH2:5][CH2:6][CH3:7])[CH2:2][CH3:3].Cl[CH2:9][C:10]([NH:12][C:13]1[CH:26]=[CH:25][C:24]2[NH:23][C:22](=[O:27])[C:21]3[C:16](=[CH:17][CH:18]=[CH:19][CH:20]=3)[C:15]=2[CH:14]=1)=[O:11].P([O-])([O-])([O-])=O.[K+].[K+].[K+]. Product: [O:27]=[C:22]1[C:21]2[C:16](=[CH:17][CH:18]=[CH:19][CH:20]=2)[C:15]2[CH:14]=[C:13]([NH:12][C:10](=[O:11])[CH2:9][N:4]([CH2:5][CH2:6][CH3:7])[CH2:1][CH2:2][CH3:3])[CH:26]=[CH:25][C:24]=2[NH:23]1. The catalyst class is: 9. (4) Reactant: [Br:1][CH2:2][CH:3]1[CH2:8][CH2:7][CH:6]([C:9]#[CH:10])[CH2:5][CH2:4]1.FC(F)(F)CCC(C#N)C#N.[I-].[K+].C(=O)([O-])[O-].[K+].[K+].Cl.C(C(C#N)(CCC(F)(F)F)CC1CCC(C#C)CC1)#N. Product: [Br:1][CH2:2][C@H:3]1[CH2:8][CH2:7][C@@H:6]([C:9]#[CH:10])[CH2:5][CH2:4]1. The catalyst class is: 9. (5) The catalyst class is: 21. Reactant: [CH2:1]([O:8][C:9]([NH:11][C@H:12]([C:14](=[S:16])[NH2:15])[CH3:13])=[O:10])[C:2]1[CH:7]=[CH:6][CH:5]=[CH:4][CH:3]=1.Br[CH2:18][C:19](=O)[C:20]([F:23])([F:22])[F:21].C([O-])(O)=O.[Na+]. Product: [CH2:1]([O:8][C:9]([NH:11][C@H:12]([C:14]1[S:16][CH:18]=[C:19]([C:20]([F:23])([F:22])[F:21])[N:15]=1)[CH3:13])=[O:10])[C:2]1[CH:3]=[CH:4][CH:5]=[CH:6][CH:7]=1. (6) Reactant: C([O:3][C:4](=[O:39])[C:5]([O:8][C:9]1[CH:14]=[CH:13][C:12]([O:15][CH2:16][CH:17]([CH3:38])[CH2:18][O:19][C:20]2[C:29]([C:30](=[O:37])[C:31]3[CH:36]=[CH:35][CH:34]=[CH:33][CH:32]=3)=[CH:28][C:27]3[C:22](=[CH:23][CH:24]=[CH:25][CH:26]=3)[CH:21]=2)=[CH:11][CH:10]=1)([CH3:7])[CH3:6])C.[OH-].[Na+]. Product: [C:30]([C:29]1[C:20]([O:19][CH2:18][CH:17]([CH3:38])[CH2:16][O:15][C:12]2[CH:11]=[CH:10][C:9]([O:8][C:5]([CH3:7])([CH3:6])[C:4]([OH:39])=[O:3])=[CH:14][CH:13]=2)=[CH:21][C:22]2[C:27]([CH:28]=1)=[CH:26][CH:25]=[CH:24][CH:23]=2)(=[O:37])[C:31]1[CH:36]=[CH:35][CH:34]=[CH:33][CH:32]=1. The catalyst class is: 8. (7) Reactant: [NH2:1][C:2]1[S:3]/[C:4](=[CH:8]\[C:9]2[CH:14]=[C:13]([O:15][CH3:16])[C:12]([OH:17])=[C:11]([Cl:18])[CH:10]=2)/[C:5](=[O:7])[N:6]=1.[Br:19][C:20]1[CH:21]=[C:22]([CH:25]=[C:26]([C:28](=O)[CH2:29]Br)[CH:27]=1)[C:23]#[N:24].CC(O)C. Product: [Br:19][C:20]1[CH:21]=[C:22]([CH:25]=[C:26]([C:28]2[N:1]=[C:2]3[N:6]([CH:29]=2)[C:5](=[O:7])/[C:4](=[CH:8]/[C:9]2[CH:14]=[C:13]([O:15][CH3:16])[C:12]([OH:17])=[C:11]([Cl:18])[CH:10]=2)/[S:3]3)[CH:27]=1)[C:23]#[N:24]. The catalyst class is: 6. (8) Reactant: [H-].[Na+].[CH3:3][O:4][C:5]1[CH:6]=[C:7]([OH:11])[CH:8]=[CH:9][CH:10]=1.Cl[C:13]1[N:22]=[C:21]([NH:23][C:24]2[NH:25][N:26]=[C:27]([CH3:29])[CH:28]=2)[C:20]2[C:15](=[CH:16][CH:17]=[CH:18][CH:19]=2)[N:14]=1.C([O-])([O-])=O.[K+].[K+]. Product: [CH3:3][O:4][C:5]1[CH:6]=[C:7]([CH:8]=[CH:9][CH:10]=1)[O:11][C:13]1[N:22]=[C:21]([NH:23][C:24]2[NH:25][N:26]=[C:27]([CH3:29])[CH:28]=2)[C:20]2[C:15](=[CH:16][CH:17]=[CH:18][CH:19]=2)[N:14]=1. The catalyst class is: 1.